From a dataset of Catalyst prediction with 721,799 reactions and 888 catalyst types from USPTO. Predict which catalyst facilitates the given reaction. Reactant: C([N:8]1[CH2:39][CH2:38][C:11]2([CH2:14][N:13]([C:15](=[O:37])[CH2:16][N:17]3[CH2:21][CH2:20][C:19]([C:29]4[CH:34]=[CH:33][C:32]([F:35])=[CH:31][CH:30]=4)([C:22]4[CH:27]=[CH:26][C:25]([F:28])=[CH:24][CH:23]=4)[C:18]3=[O:36])[CH2:12]2)[CH2:10][CH2:9]1)C1C=CC=CC=1. Product: [F:35][C:32]1[CH:33]=[CH:34][C:29]([C:19]2([C:22]3[CH:23]=[CH:24][C:25]([F:28])=[CH:26][CH:27]=3)[CH2:20][CH2:21][N:17]([CH2:16][C:15](=[O:37])[N:13]3[CH2:14][C:11]4([CH2:10][CH2:9][NH:8][CH2:39][CH2:38]4)[CH2:12]3)[C:18]2=[O:36])=[CH:30][CH:31]=1. The catalyst class is: 8.